This data is from Peptide-MHC class I binding affinity with 185,985 pairs from IEDB/IMGT. The task is: Regression. Given a peptide amino acid sequence and an MHC pseudo amino acid sequence, predict their binding affinity value. This is MHC class I binding data. (1) The peptide sequence is KQIVERIL. The MHC is H-2-Kb with pseudo-sequence H-2-Kb. The binding affinity (normalized) is 0.118. (2) The peptide sequence is WIKDIMTSTR. The MHC is HLA-A11:01 with pseudo-sequence HLA-A11:01. The binding affinity (normalized) is 0.0793. (3) The peptide sequence is REVLNVRYM. The MHC is HLA-A01:01 with pseudo-sequence HLA-A01:01. The binding affinity (normalized) is 0.0847.